From a dataset of CYP1A2 inhibition data for predicting drug metabolism from PubChem BioAssay. Regression/Classification. Given a drug SMILES string, predict its absorption, distribution, metabolism, or excretion properties. Task type varies by dataset: regression for continuous measurements (e.g., permeability, clearance, half-life) or binary classification for categorical outcomes (e.g., BBB penetration, CYP inhibition). Dataset: cyp1a2_veith. The molecule is c1cncc(-c2nc(NCc3cccs3)c3ccccc3n2)c1. The result is 1 (inhibitor).